The task is: Predict the reactants needed to synthesize the given product.. This data is from Full USPTO retrosynthesis dataset with 1.9M reactions from patents (1976-2016). (1) Given the product [C:24]([O:23][C:21]([N:5]([C:6]1[CH:14]=[CH:13][CH:12]=[C:11]2[C:7]=1[CH:8]=[CH:9][N:10]2[CH2:15][C:16]([OH:18])=[O:17])[S:2]([CH3:1])(=[O:3])=[O:4])=[O:22])([CH3:27])([CH3:26])[CH3:25], predict the reactants needed to synthesize it. The reactants are: [CH3:1][S:2]([NH:5][C:6]1[CH:14]=[CH:13][CH:12]=[C:11]2[C:7]=1[CH:8]=[CH:9][N:10]2[CH2:15][C:16]([OH:18])=[O:17])(=[O:4])=[O:3].[OH-].[Na+].[C:21](O[C:21]([O:23][C:24]([CH3:27])([CH3:26])[CH3:25])=[O:22])([O:23][C:24]([CH3:27])([CH3:26])[CH3:25])=[O:22]. (2) Given the product [NH2:21][CH2:20][C:17]1[CH:18]=[C:19]2[C:14](=[CH:15][CH:16]=1)[NH:13][CH:12]=[C:11]2[CH2:10][CH2:9][N:8]([CH3:7])[CH3:22], predict the reactants needed to synthesize it. The reactants are: [H-].[Al+3].[Li+].[H-].[H-].[H-].[CH3:7][N:8]([CH3:22])[CH2:9][CH2:10][C:11]1[C:19]2[C:14](=[CH:15][CH:16]=[C:17]([C:20]#[N:21])[CH:18]=2)[NH:13][CH:12]=1.